Task: Predict the reactants needed to synthesize the given product.. Dataset: Full USPTO retrosynthesis dataset with 1.9M reactions from patents (1976-2016) (1) The reactants are: [CH3:1][C:2]1[C:3]([C:8]([OH:10])=[O:9])=[N:4][CH:5]=[CH:6][N:7]=1.Cl.[CH2:12](O)[CH3:13]. Given the product [CH2:12]([O:9][C:8]([C:3]1[C:2]([CH3:1])=[N:7][CH:6]=[CH:5][N:4]=1)=[O:10])[CH3:13], predict the reactants needed to synthesize it. (2) Given the product [CH2:1]([C@@H:8]1[N:13]([C:29]2[CH:34]=[N:33][CH:32]=[CH:31][N:30]=2)[CH2:12][CH2:11][N:10]([C:14]2[CH:22]=[C:21]3[C:17]([C:18]([CH2:26][CH3:27])=[N:19][N:20]3[CH:23]([CH3:24])[CH3:25])=[CH:16][CH:15]=2)[CH2:9]1)[C:2]1[CH:3]=[CH:4][CH:5]=[CH:6][CH:7]=1, predict the reactants needed to synthesize it. The reactants are: [CH2:1]([CH:8]1[NH:13][CH2:12][CH2:11][N:10]([C:14]2[CH:22]=[C:21]3[C:17]([C:18]([CH2:26][CH3:27])=[N:19][N:20]3[CH:23]([CH3:25])[CH3:24])=[CH:16][CH:15]=2)[CH2:9]1)[C:2]1[CH:7]=[CH:6][CH:5]=[CH:4][CH:3]=1.Cl[C:29]1[CH:34]=[N:33][CH:32]=[CH:31][N:30]=1. (3) Given the product [N:4]1([C:3]2[CH:5]=[CH:6][CH:7]=[CH:8][C:2]=2[C:1]([OH:10])=[O:9])[CH:15]=[N:13][N:12]=[N:11]1, predict the reactants needed to synthesize it. The reactants are: [C:1]([OH:10])(=[O:9])[C:2]1[C:3](=[CH:5][CH:6]=[CH:7][CH:8]=1)[NH2:4].[N-:11]=[N+:12]=[N-:13].[Na+].[CH:15](OC)(OC)OC. (4) Given the product [CH3:9][C:7]1[CH:8]=[C:5]([CH2:4][N:3]([CH2:7][CH3:8])[C:16]([N:10]2[CH2:15][CH2:14][O:13][CH2:12][CH2:11]2)=[O:17])[CH:6]=[C:4]([CH3:5])[N:3]=1, predict the reactants needed to synthesize it. The reactants are: CC[N:3]([CH:7]([CH3:9])[CH3:8])[CH:4]([CH3:6])[CH3:5].[N:10]1([C:16](Cl)=[O:17])[CH2:15][CH2:14][O:13][CH2:12][CH2:11]1. (5) Given the product [C:11]1([C:6]2([OH:10])[CH2:7][CH2:8][CH2:9][N:4]3[CH:3]=[N:2][CH:1]=[C:5]23)[CH:16]=[CH:15][CH:14]=[CH:13][CH:12]=1, predict the reactants needed to synthesize it. The reactants are: [CH:1]1[N:2]=[CH:3][N:4]2[CH2:9][CH2:8][CH2:7][C:6](=[O:10])[C:5]=12.[C:11]1([Mg]Br)[CH:16]=[CH:15][CH:14]=[CH:13][CH:12]=1.